Predict the reaction yield, written as a fraction of the theoretical maximum amount of product (1.0 means a 100% yield; for example, 0.34 means a 34% yield). From a dataset of Reaction yield outcomes from USPTO patents with 853,638 reactions. (1) The reactants are [Cl:1][C:2]1[CH:3]=[C:4]2[C:21](=[CH:22][CH:23]=1)[C:8]1([CH2:13][CH2:12][N:11]([CH2:14][C:15]3[CH:20]=[CH:19][CH:18]=[CH:17][CH:16]=3)[CH2:10][CH2:9]1)[C:7](=[O:24])[CH:6]([C:25]([NH:27][CH2:28][C:29]([O:31]C(C)(C)C)=[O:30])=[O:26])[CH:5]2[OH:36].C(O)(C(F)(F)F)=O. No catalyst specified. The product is [Cl:1][C:2]1[CH:3]=[C:4]2[C:21](=[CH:22][CH:23]=1)[C:8]1([CH2:9][CH2:10][N:11]([CH2:14][C:15]3[CH:16]=[CH:17][CH:18]=[CH:19][CH:20]=3)[CH2:12][CH2:13]1)[C:7](=[O:24])[C:6]([C:25]([NH:27][CH2:28][C:29]([OH:31])=[O:30])=[O:26])=[C:5]2[OH:36]. The yield is 0.770. (2) The reactants are [CH3:1][O:2][C:3](=[O:13])[C:4]1[CH:9]=[CH:8][C:7]([CH2:10]O)=[N:6][C:5]=1[Cl:12].S(Cl)(C)(=O)=O.[N-:19]=[N+:20]=[N-:21].[Na+]. The catalyst is ClCCl.C(OCC)(=O)C. The product is [CH3:1][O:2][C:3](=[O:13])[C:4]1[CH:9]=[CH:8][C:7]([CH2:10][N:19]=[N+:20]=[N-:21])=[N:6][C:5]=1[Cl:12]. The yield is 0.850. (3) The reactants are [C:1]([O:5][C:6]([NH:8][C:9]1[CH2:10][C:11]([C:33]([O:35]CC)=[O:34])=[CH:12][C:13]2[CH:19]=[CH:18][C:17]([C:20]3[CH:25]=[CH:24][C:23]([C:26]([N:28]4[CH2:32][CH2:31][CH2:30][CH2:29]4)=[O:27])=[CH:22][CH:21]=3)=[CH:16][C:14]=2[N:15]=1)=[O:7])([CH3:4])([CH3:3])[CH3:2].[Li+].[OH-].P(=O)(O)(O)O.C(Cl)Cl. The catalyst is C1COCC1.CCO.O. The product is [C:1]([O:5][C:6]([NH:8][C:9]1[CH2:10][C:11]([C:33]([OH:35])=[O:34])=[CH:12][C:13]2[CH:19]=[CH:18][C:17]([C:20]3[CH:21]=[CH:22][C:23]([C:26]([N:28]4[CH2:29][CH2:30][CH2:31][CH2:32]4)=[O:27])=[CH:24][CH:25]=3)=[CH:16][C:14]=2[N:15]=1)=[O:7])([CH3:4])([CH3:2])[CH3:3]. The yield is 0.900. (4) The reactants are [H-].[Na+].[I-].[CH3:4][S+](C)(C)=O.[F:9][C:10]1[CH:11]=[C:12]2[C:16](=[CH:17][CH:18]=1)[NH:15][C:14](=[O:19])[C:13]2=[C:20]([CH3:22])[CH3:21]. The yield is 0.850. The catalyst is CS(C)=O.O1CCCC1. The product is [F:9][C:10]1[CH:11]=[C:12]2[C:16](=[CH:17][CH:18]=1)[NH:15][C:14](=[O:19])[C@@:13]12[CH2:21][C:20]1([CH3:4])[CH3:22]. (5) The reactants are [OH:1][C:2]1[C:11]2[C:6](=[CH:7][CH:8]=[CH:9][CH:10]=2)[C:5]([CH3:15])([CH2:12][CH2:13][CH3:14])[C:4](=[O:16])[C:3]=1[C:17]1[NH:22][C:21]2[CH:23]=[CH:24][C:25]([NH:27]C(=O)OC(C)(C)C)=[CH:26][C:20]=2[S:19](=[O:36])(=[O:35])[N:18]=1.[ClH:37]. The catalyst is O1CCOCC1. The product is [ClH:37].[NH2:27][C:25]1[CH:24]=[CH:23][C:21]2[NH:22][C:17]([C:3]3[C:4](=[O:16])[C:5]([CH3:15])([CH2:12][CH2:13][CH3:14])[C:6]4[C:11]([C:2]=3[OH:1])=[CH:10][CH:9]=[CH:8][CH:7]=4)=[N:18][S:19](=[O:36])(=[O:35])[C:20]=2[CH:26]=1. The yield is 0.850.